From a dataset of Catalyst prediction with 721,799 reactions and 888 catalyst types from USPTO. Predict which catalyst facilitates the given reaction. (1) Reactant: O[C:2]1[C:11]2[C:6](=[N:7][CH:8]=[CH:9][CH:10]=2)[N:5]([C:12]2[CH:17]=[CH:16][CH:15]=[C:14]([O:18][C:19]([F:22])([F:21])[F:20])[CH:13]=2)[C:4](=[O:23])[C:3]=1[C:24](=O)[CH2:25][C:26]1[S:27][CH:28]=[CH:29][CH:30]=1.O.[NH2:33][NH2:34].C(=O)([O-])O.[Na+]. Product: [S:27]1[CH:28]=[CH:29][CH:30]=[C:26]1[CH2:25][C:24]1[C:3]2[C:4](=[O:23])[N:5]([C:12]3[CH:17]=[CH:16][CH:15]=[C:14]([O:18][C:19]([F:20])([F:21])[F:22])[CH:13]=3)[C:6]3[N:7]=[CH:8][CH:9]=[CH:10][C:11]=3[C:2]=2[NH:34][N:33]=1. The catalyst class is: 3. (2) Reactant: [CH3:1][S:2]([CH3:5])(=[NH:4])=[O:3].CC([O-])(C)C.[K+].O1CCOCC1.[Br:18][C:19]1[CH:24]=[CH:23][N:22]=[C:21]([CH2:25]Br)[CH:20]=1. Product: [Br:18][C:19]1[CH:24]=[CH:23][N:22]=[C:21]([CH2:25][N:4]=[S:2]([CH3:5])([CH3:1])=[O:3])[CH:20]=1. The catalyst class is: 7. (3) Reactant: Cl[C:2]1[CH:7]=[C:6]([C:8]2[CH:13]=[CH:12][N:11]=[C:10]([Cl:14])[CH:9]=2)[N:5]=[C:4]([S:15][CH3:16])[N:3]=1.CC#N.[C:20]([N:27]1[CH2:32][C@@H:31]2[CH2:33][CH:28]1[CH2:29][NH:30]2)([O:22][C:23]([CH3:26])([CH3:25])[CH3:24])=[O:21].C([O-])([O-])=O.[K+].[K+]. Product: [C:23]([O:22][C:20]([N:27]1[CH2:32][CH:31]2[CH2:33][CH:28]1[CH2:29][N:30]2[C:2]1[CH:7]=[C:6]([C:8]2[CH:13]=[CH:12][N:11]=[C:10]([Cl:14])[CH:9]=2)[N:5]=[C:4]([S:15][CH3:16])[N:3]=1)=[O:21])([CH3:26])([CH3:24])[CH3:25]. The catalyst class is: 13. (4) Reactant: CCO.Cl.[Br:5][C:6]1[CH:19]=[CH:18][C:9]([O:10][CH2:11][CH:12]2[CH2:17][CH2:16][NH:15][CH2:14][CH2:13]2)=[C:8]([F:20])[CH:7]=1.[CH2:21]([C:23]1([CH2:26][CH3:27])[CH2:25][O:24]1)[CH3:22].C([O-])([O-])=O.[K+].[K+]. Product: [Br:5][C:6]1[CH:19]=[CH:18][C:9]([O:10][CH2:11][CH:12]2[CH2:13][CH2:14][N:15]([CH2:25][C:23]([OH:24])([CH2:26][CH3:27])[CH2:21][CH3:22])[CH2:16][CH2:17]2)=[C:8]([F:20])[CH:7]=1. The catalyst class is: 6. (5) Reactant: [H-].[Na+].[F:3][C:4]1[CH:11]=[C:10]([O:12][CH3:13])[CH:9]=[CH:8][C:5]=1[CH:6]=O.[C:14]([O:17][CH2:18][CH3:19])(=[O:16])[CH3:15]. Product: [F:3][C:4]1[CH:11]=[C:10]([O:12][CH3:13])[CH:9]=[CH:8][C:5]=1[CH2:6][CH2:15][C:14]([O:17][CH2:18][CH3:19])=[O:16]. The catalyst class is: 1. (6) Reactant: [NH:1]1[C:5](/[CH:6]=[CH:7]/[C:8]2[CH:22]=[CH:21][C:11]([N:12]([CH2:17][CH:18]([CH3:20])[CH3:19])[CH2:13][CH:14]([CH3:16])[CH3:15])=[C:10]([N+:23]([O-])=O)[CH:9]=2)=[N:4][N:3]=[N:2]1. Product: [NH:4]1[C:5]([CH2:6][CH2:7][C:8]2[CH:9]=[C:10]([NH2:23])[C:11]([N:12]([CH2:13][CH:14]([CH3:16])[CH3:15])[CH2:17][CH:18]([CH3:20])[CH3:19])=[CH:21][CH:22]=2)=[N:1][N:2]=[N:3]1. The catalyst class is: 19.